Dataset: Forward reaction prediction with 1.9M reactions from USPTO patents (1976-2016). Task: Predict the product of the given reaction. Given the reactants [CH3:1][O:2][C:3]1[C:4]([CH2:12][N:13]([CH3:15])[CH3:14])=[C:5]2[C:9](=[CH:10][CH:11]=1)[NH:8][CH:7]=[CH:6]2.Cl.[N:17]1[CH:22]=[CH:21][CH:20]=[C:19]([S:23](Cl)(=[O:25])=[O:24])[CH:18]=1, predict the reaction product. The product is: [CH3:1][O:2][C:3]1[C:4]([CH2:12][N:13]([CH3:14])[CH3:15])=[C:5]2[C:9](=[CH:10][CH:11]=1)[N:8]([S:23]([C:19]1[CH:18]=[N:17][CH:22]=[CH:21][CH:20]=1)(=[O:25])=[O:24])[CH:7]=[CH:6]2.